This data is from Full USPTO retrosynthesis dataset with 1.9M reactions from patents (1976-2016). The task is: Predict the reactants needed to synthesize the given product. The reactants are: CCCC[N+](CCCC)(CCCC)CCCC.[F-].[CH3:19][N:20]1[CH2:25][CH2:24][N:23]([C:26]([C:28]2[CH:33]=[CH:32][CH:31]=[C:30]([C:34]#[C:35][Si](C)(C)C)[CH:29]=2)=[O:27])[CH2:22][CH2:21]1. Given the product [C:34]([C:30]1[CH:29]=[C:28]([C:26]([N:23]2[CH2:22][CH2:21][N:20]([CH3:19])[CH2:25][CH2:24]2)=[O:27])[CH:33]=[CH:32][CH:31]=1)#[CH:35], predict the reactants needed to synthesize it.